Dataset: Full USPTO retrosynthesis dataset with 1.9M reactions from patents (1976-2016). Task: Predict the reactants needed to synthesize the given product. (1) Given the product [F:1][C:2]1[CH:3]=[C:4]2[C:10]([C:11]3[N:12]=[C:13]([N:42]4[CH2:45][CH:44]([OH:46])[CH2:43]4)[C:14]4[C:19]([CH3:21])([CH3:20])[C:18](=[O:22])[NH:17][C:15]=4[N:16]=3)=[N:9][N:8]([CH2:24][C:25]3[CH:30]=[CH:29][CH:28]=[CH:27][C:26]=3[F:31])[C:5]2=[N:6][CH:7]=1, predict the reactants needed to synthesize it. The reactants are: [F:1][C:2]1[CH:3]=[C:4]2[C:10]([C:11]3[N:12]=[C:13](I)[C:14]4[C:19]([CH3:21])([CH3:20])[C:18](=[O:22])[NH:17][C:15]=4[N:16]=3)=[N:9][N:8]([CH2:24][C:25]3[CH:30]=[CH:29][CH:28]=[CH:27][C:26]=3[F:31])[C:5]2=[N:6][CH:7]=1.C(N(CC)C(C)C)(C)C.Cl.[NH:42]1[CH2:45][CH:44]([OH:46])[CH2:43]1.O.FC(F)(F)C(O)=O. (2) Given the product [C:1]1([C:7](=[N:28][O:27][CH2:26][CH2:25][NH:24][C:23](=[O:29])[O:22][C:18]([CH3:20])([CH3:19])[CH3:21])[C:9]2[C:17]3[C:12](=[CH:13][N:14]=[CH:15][CH:16]=3)[NH:11][CH:10]=2)[CH:6]=[CH:5][CH:4]=[CH:3][CH:2]=1, predict the reactants needed to synthesize it. The reactants are: [C:1]1([C:7]([C:9]2[C:17]3[C:12](=[CH:13][N:14]=[CH:15][CH:16]=3)[NH:11][CH:10]=2)=O)[CH:6]=[CH:5][CH:4]=[CH:3][CH:2]=1.[C:18]([O:22][C:23](=[O:29])[NH:24][CH2:25][CH2:26][O:27][NH2:28])([CH3:21])([CH3:20])[CH3:19].